This data is from Full USPTO retrosynthesis dataset with 1.9M reactions from patents (1976-2016). The task is: Predict the reactants needed to synthesize the given product. (1) The reactants are: C(OC([NH:8][C:9]1[CH:10]=[C:11]2[C:16](=[CH:17][CH:18]=1)[N:15]([C:19]([CH:21]1[CH2:26][CH2:25][CH2:24][CH2:23][CH2:22]1)=[O:20])[CH:14]([CH2:27][N:28]1[CH2:33][CH2:32][N:31]([C:34]3[CH:39]=[CH:38][C:37]([F:40])=[CH:36][C:35]=3[O:41][CH3:42])[CH2:30][CH2:29]1)[CH2:13][CH2:12]2)=O)(C)(C)C.Cl. Given the product [NH2:8][C:9]1[CH:10]=[C:11]2[C:16](=[CH:17][CH:18]=1)[N:15]([C:19]([CH:21]1[CH2:22][CH2:23][CH2:24][CH2:25][CH2:26]1)=[O:20])[CH:14]([CH2:27][N:28]1[CH2:33][CH2:32][N:31]([C:34]3[CH:39]=[CH:38][C:37]([F:40])=[CH:36][C:35]=3[O:41][CH3:42])[CH2:30][CH2:29]1)[CH2:13][CH2:12]2, predict the reactants needed to synthesize it. (2) Given the product [OH:3][N:2]=[CH:13][C@@H:12]1[CH2:15][CH2:16][CH2:17][N:11]1[C:4]([O:6][C:7]([CH3:10])([CH3:9])[CH3:8])=[O:5], predict the reactants needed to synthesize it. The reactants are: Cl.[NH2:2][OH:3].[C:4]([N:11]1[CH2:17][CH2:16][CH2:15][C@H:12]1[CH:13]=O)([O:6][C:7]([CH3:10])([CH3:9])[CH3:8])=[O:5].C([O-])(=O)C.[Na+].